From a dataset of Catalyst prediction with 721,799 reactions and 888 catalyst types from USPTO. Predict which catalyst facilitates the given reaction. (1) Reactant: [NH2:1][C:2]1[CH:3]=[C:4]([C:8]2[CH:13]=[CH:12][C:11]([C:14]3[N:18]([C:19]4[CH:24]=[CH:23][CH:22]=[CH:21][C:20]=4[Cl:25])[N:17]=[C:16]([C:26]([OH:29])([CH3:28])[CH3:27])[CH:15]=3)=[CH:10][CH:9]=2)[CH:5]=[CH:6][CH:7]=1.C(N(CC)CC)C.[C:37](Cl)(=[O:39])[CH3:38]. Product: [Cl:25][C:20]1[CH:21]=[CH:22][CH:23]=[CH:24][C:19]=1[N:18]1[C:14]([C:11]2[CH:12]=[CH:13][C:8]([C:4]3[CH:5]=[CH:6][CH:7]=[C:2]([NH:1][C:37](=[O:39])[CH3:38])[CH:3]=3)=[CH:9][CH:10]=2)=[CH:15][C:16]([C:26]([OH:29])([CH3:27])[CH3:28])=[N:17]1. The catalyst class is: 10. (2) Reactant: OC(C(F)(F)F)=O.[CH3:8][N:9]([C:23]1[CH:28]=[CH:27][C:26]([N+:29]([O-:31])=[O:30])=[CH:25][CH:24]=1)[CH2:10][CH2:11]OS(C1C=CC(C)=CC=1)(=O)=O.C(N(CC)CC)C.[CH3:39][N:40]1[CH2:45][CH2:44][NH:43][CH2:42][CH2:41]1. Product: [CH3:8][N:9]([CH2:10][CH2:11][N:43]1[CH2:44][CH2:45][N:40]([CH3:39])[CH2:41][CH2:42]1)[C:23]1[CH:24]=[CH:25][C:26]([N+:29]([O-:31])=[O:30])=[CH:27][CH:28]=1. The catalyst class is: 11. (3) Reactant: [F:1][C:2]([F:11])([F:10])[C:3]1[CH:4]=[C:5]([OH:9])[CH:6]=[CH:7][CH:8]=1.[Li].CC(C)([O-])C.[O-]C1C=CC=CC=1.[Li+].Br[CH:27]([C:40]1[CH:45]=[CH:44][C:43]([Cl:46])=[CH:42][CH:41]=1)[C:28]([O:30][C@@H](C)C(=O)N1CCCC1)=[O:29].OO.[Li+].[OH-]. Product: [Cl:46][C:43]1[CH:42]=[CH:41][C:40]([C@@H:27]([O:9][C:5]2[CH:6]=[CH:7][CH:8]=[C:3]([C:2]([F:10])([F:11])[F:1])[CH:4]=2)[C:28]([OH:30])=[O:29])=[CH:45][CH:44]=1. The catalyst class is: 20. (4) The catalyst class is: 43. Product: [CH3:1][O:2][C:3](=[O:22])[C:4]1[CH:9]=[C:8]([NH2:10])[C:7]([NH:13][CH3:14])=[CH:6][C:5]=1[N:15]1[CH2:19][CH2:18][C:17]([F:20])([F:21])[CH2:16]1. Reactant: [CH3:1][O:2][C:3](=[O:22])[C:4]1[CH:9]=[C:8]([N+:10]([O-])=O)[C:7]([NH:13][CH3:14])=[CH:6][C:5]=1[N:15]1[CH2:19][CH2:18][C:17]([F:21])([F:20])[CH2:16]1.